The task is: Predict the reactants needed to synthesize the given product.. This data is from Retrosynthesis with 50K atom-mapped reactions and 10 reaction types from USPTO. (1) Given the product O=c1cc(OCc2ccc(F)cn2)ccn1-c1ccc2c3c(sc2c1)CN(CCF)CC3, predict the reactants needed to synthesize it. The reactants are: FCCN1CCc2c(sc3cc(Br)ccc23)C1.O=c1cc(OCc2ccc(F)cn2)cc[nH]1. (2) Given the product CS(=O)(=O)c1cccc(CN2CCN(c3ccc4nnc(C(F)(F)F)n4n3)CC2)c1, predict the reactants needed to synthesize it. The reactants are: CS(=O)(=O)c1cccc(C=O)c1.FC(F)(F)c1nnc2ccc(N3CCNCC3)nn12. (3) Given the product CCNC(=O)Nc1ccc(-c2ccnc(N3CCOC[C@@H]3C)n2)cc1, predict the reactants needed to synthesize it. The reactants are: CCNC(=O)Nc1ccc(B2OC(C)(C)C(C)(C)O2)cc1.C[C@H]1COCCN1c1nccc(Cl)n1.